Dataset: Catalyst prediction with 721,799 reactions and 888 catalyst types from USPTO. Task: Predict which catalyst facilitates the given reaction. (1) Reactant: Br[CH:2]([C:16]1[CH:21]=[CH:20][C:19]([Br:22])=[CH:18][CH:17]=1)[C:3]([C:5]1[CH:6]=[CH:7][C:8]2[O:13][CH2:12][C:11](=[O:14])[NH:10][C:9]=2[CH:15]=1)=O.[Br-].[SH:24][C:25]1[CH:50]=[CH:49][CH:48]=[CH:47][C:26]=1[CH2:27][P+](C1C=CC=CC=1)(C1C=CC=CC=1)C1C=CC=CC=1.CC(C)([O-])C.[K+].Cl. Product: [Br:22][C:19]1[CH:20]=[CH:21][C:16]([CH:2]2[C:3]([C:5]3[CH:6]=[CH:7][C:8]4[O:13][CH2:12][C:11](=[O:14])[NH:10][C:9]=4[CH:15]=3)=[CH:27][C:26]3[C:25](=[CH:50][CH:49]=[CH:48][CH:47]=3)[S:24]2)=[CH:17][CH:18]=1. The catalyst class is: 90. (2) Reactant: [CH:1]1([N:5]2[CH2:10][CH2:9][N:8]([C:11](=[O:29])[CH2:12][N:13]3[CH2:18][CH2:17][N:16](C(OCC4C=CC=CC=4)=O)[CH2:15][CH2:14]3)[CH2:7][CH2:6]2)[CH2:4][CH2:3][CH2:2]1. Product: [CH:1]1([N:5]2[CH2:10][CH2:9][N:8]([C:11](=[O:29])[CH2:12][N:13]3[CH2:14][CH2:15][NH:16][CH2:17][CH2:18]3)[CH2:7][CH2:6]2)[CH2:2][CH2:3][CH2:4]1. The catalyst class is: 5. (3) Reactant: [C:1]([O:5][C:6]([N:8]1[CH2:13][CH2:12][C@@:11]([C:15]2[CH:20]=[CH:19][C:18]([O:21][Si](C(C)(C)C)(C)C)=[CH:17][CH:16]=2)([OH:14])[C@@H:10]([O:29][CH2:30][C:31]2[CH:32]=[CH:33][C:34]3[O:39][CH2:38][CH2:37][N:36]([CH2:40][CH2:41][CH2:42][O:43][CH3:44])[C:35]=3[CH:45]=2)[CH2:9]1)=[O:7])([CH3:4])([CH3:3])[CH3:2].CCCC[N+](CCCC)(CCCC)CCCC.[F-].O. Product: [C:1]([O:5][C:6]([N:8]1[CH2:13][CH2:12][C@:11]([OH:14])([C:15]2[CH:16]=[CH:17][C:18]([OH:21])=[CH:19][CH:20]=2)[C@@H:10]([O:29][CH2:30][C:31]2[CH:32]=[CH:33][C:34]3[O:39][CH2:38][CH2:37][N:36]([CH2:40][CH2:41][CH2:42][O:43][CH3:44])[C:35]=3[CH:45]=2)[CH2:9]1)=[O:7])([CH3:4])([CH3:3])[CH3:2]. The catalyst class is: 1. (4) Reactant: Cl.[CH3:2][O:3][NH:4][CH3:5].CCN(CC)CC.[C:13](Cl)(=[O:18])[CH2:14][CH2:15][CH2:16][CH3:17]. Product: [CH3:2][O:3][N:4]([CH3:5])[C:13](=[O:18])[CH2:14][CH2:15][CH2:16][CH3:17]. The catalyst class is: 2. (5) Reactant: C([O:8][C:9]1[C:14]([Cl:15])=[CH:13][C:12]([C:16]([N:18]2[C:23]3[CH:24]=[CH:25][CH:26]=[C:27]([CH:28]([CH3:30])[CH3:29])[C:22]=3[O:21][CH:20]([CH:31]([CH3:33])[CH3:32])[CH2:19]2)=[O:17])=[CH:11][C:10]=1[Cl:34])C1C=CC=CC=1. Product: [Cl:34][C:10]1[CH:11]=[C:12]([C:16]([N:18]2[C:23]3[CH:24]=[CH:25][CH:26]=[C:27]([CH:28]([CH3:29])[CH3:30])[C:22]=3[O:21][CH:20]([CH:31]([CH3:33])[CH3:32])[CH2:19]2)=[O:17])[CH:13]=[C:14]([Cl:15])[C:9]=1[OH:8]. The catalyst class is: 457. (6) Reactant: Br[C:2]1[CH:3]=[C:4]2[C:9](=[CH:10][CH:11]=1)[C:8](=[O:12])[NH:7][N:6]=[C:5]2[Cl:13].[N:14]1([C:19]2[CH:26]=[CH:25][CH:24]=[CH:23][C:20]=2[CH2:21][NH2:22])[CH:18]=[CH:17][CH:16]=[N:15]1.C1C=CC(P(C2C(C3C(P(C4C=CC=CC=4)C4C=CC=CC=4)=CC=C4C=3C=CC=C4)=C3C(C=CC=C3)=CC=2)C2C=CC=CC=2)=CC=1.CC([O-])(C)C.[Na+]. Product: [Cl:13][C:5]1[C:4]2[C:9](=[CH:10][CH:11]=[C:2]([NH:22][CH2:21][C:20]3[CH:23]=[CH:24][CH:25]=[CH:26][C:19]=3[N:14]3[CH:18]=[CH:17][CH:16]=[N:15]3)[CH:3]=2)[C:8](=[O:12])[NH:7][N:6]=1. The catalyst class is: 686. (7) Reactant: [CH3:1][C:2]1[N:3]=[C:4]([CH3:33])[C:5]2[N:6]([CH:8]=[C:9]([C:11]3[C:12](=[O:32])[O:13][C:14]4[C:19]([CH:20]=3)=[CH:18][CH:17]=[C:16]([O:21][CH2:22][CH2:23][NH:24]C(=O)OC(C)(C)C)[CH:15]=4)[N:10]=2)[CH:7]=1.C(O)(C(F)(F)F)=O. Product: [NH2:24][CH2:23][CH2:22][O:21][C:16]1[CH:15]=[C:14]2[C:19]([CH:20]=[C:11]([C:9]3[N:10]=[C:5]4[C:4]([CH3:33])=[N:3][C:2]([CH3:1])=[CH:7][N:6]4[CH:8]=3)[C:12](=[O:32])[O:13]2)=[CH:18][CH:17]=1. The catalyst class is: 2.